Dataset: Forward reaction prediction with 1.9M reactions from USPTO patents (1976-2016). Task: Predict the product of the given reaction. Given the reactants [H-].[Al+3].[Li+].[H-].[H-].[H-].[CH2:7]([NH:10][C:11]([C:13]1[S:30][C:16]2[N:17]=[C:18]([NH2:29])[N:19]=[C:20]([C:21]3[CH:26]=[CH:25][C:24]([CH3:27])=[CH:23][C:22]=3[CH3:28])[C:15]=2[CH:14]=1)=O)[CH2:8][CH3:9].O.[OH-].[Na+], predict the reaction product. The product is: [CH3:28][C:22]1[CH:23]=[C:24]([CH3:27])[CH:25]=[CH:26][C:21]=1[C:20]1[C:15]2[CH:14]=[C:13]([CH2:11][NH:10][CH2:7][CH2:8][CH3:9])[S:30][C:16]=2[N:17]=[C:18]([NH2:29])[N:19]=1.